Dataset: Reaction yield outcomes from USPTO patents with 853,638 reactions. Task: Predict the reaction yield, written as a fraction of the theoretical maximum amount of product (1.0 means a 100% yield; for example, 0.34 means a 34% yield). (1) The reactants are [Li+].C[Si]([N-][Si](C)(C)C)(C)C.[Br:11][C:12]1[C:13]([C:43]([O:45]CC)=O)=[C:14]([CH2:26][N:27]([CH2:38][C:39]([O:41][CH3:42])=[O:40])S(C2C=CC(C)=CC=2)(=O)=O)[N:15]([CH2:18][C:19]2[CH:24]=[CH:23][C:22]([F:25])=[CH:21][CH:20]=2)[C:16]=1[Br:17].[NH4+].[Cl-].ClCCl.CO. The catalyst is C1COCC1. The product is [Br:17][C:16]1[N:15]([CH2:18][C:19]2[CH:24]=[CH:23][C:22]([F:25])=[CH:21][CH:20]=2)[C:14]2=[CH:26][N:27]=[C:38]([C:39]([O:41][CH3:42])=[O:40])[C:43]([OH:45])=[C:13]2[C:12]=1[Br:11]. The yield is 0.544. (2) The reactants are [Cl:1][C:2]1[N:7]=[CH:6][C:5]([OH:8])=[CH:4][N:3]=1.Cl[C:10]([F:15])([F:14])C([O-])=O.[Na+]. The catalyst is CN(C)C=O.O. The product is [Cl:1][C:2]1[N:7]=[CH:6][C:5]([O:8][CH:10]([F:15])[F:14])=[CH:4][N:3]=1. The yield is 0.397. (3) The reactants are [NH2:1][C:2]1[C:3]([C:9]#N)=[N:4][CH:5]=[C:6]([CH3:8])[CH:7]=1.[Cl:11][C:12]1[CH:17]=[CH:16][C:15]([S:18](Cl)(=[O:20])=[O:19])=[CH:14][C:13]=1[C:22]([F:25])([F:24])[F:23].[OH-:26].[Na+].Cl.[OH2:29]. The catalyst is N1C=CC=CC=1.C1COCC1.O1CCOCC1. The product is [Cl:11][C:12]1[CH:17]=[CH:16][C:15]([S:18]([NH:1][C:2]2[C:3]([C:9]([OH:29])=[O:26])=[N:4][CH:5]=[C:6]([CH3:8])[CH:7]=2)(=[O:20])=[O:19])=[CH:14][C:13]=1[C:22]([F:25])([F:24])[F:23]. The yield is 0.880. (4) The reactants are Br[C:2]1[CH:11]=[C:10]2[C:5]([CH:6]=[CH:7][N:8]=[CH:9]2)=[CH:4][C:3]=1[O:12][CH3:13].C([Sn](CCCC)(CCCC)[C:19]1[CH:24]=[CH:23][CH:22]=[CH:21][N:20]=1)CCC. The catalyst is CN(C)C=O.[Cu]=O. The product is [CH3:13][O:12][C:3]1[CH:4]=[C:5]2[C:10](=[CH:11][C:2]=1[C:19]1[CH:24]=[CH:23][CH:22]=[CH:21][N:20]=1)[CH:9]=[N:8][CH:7]=[CH:6]2. The yield is 0.620.